Dataset: Forward reaction prediction with 1.9M reactions from USPTO patents (1976-2016). Task: Predict the product of the given reaction. (1) The product is: [O:9]1[CH2:14][CH2:13][O:12][C:11]2[C:15]([N:19]3[CH2:7][CH2:6][NH:5][CH2:4][CH2:3]3)=[CH:16][CH:17]=[CH:18][C:10]1=2. Given the reactants Cl.Cl[CH2:3][CH2:4][NH:5][CH2:6][CH2:7]Cl.[O:9]1[CH2:14][CH2:13][O:12][C:11]2[C:15]([NH2:19])=[CH:16][CH:17]=[CH:18][C:10]1=2, predict the reaction product. (2) Given the reactants Cl[C:2]1[C:7]([NH:8][C:9](=[O:19])[CH:10]([OH:18])[C:11]2[CH:16]=[CH:15][C:14]([CH3:17])=[CH:13][CH:12]=2)=[CH:6][CH:5]=[CH:4][N:3]=1.[CH3:20][O:21][C:22]1[CH:23]=[C:24](B(O)O)[CH:25]=[CH:26][C:27]=1[O:28][CH3:29].O.P([O-])([O-])([O-])=O.[K+].[K+].[K+], predict the reaction product. The product is: [CH3:20][O:21][C:22]1[CH:23]=[C:24]([C:2]2[C:7]([NH:8][C:9](=[O:19])[CH:10]([OH:18])[C:11]3[CH:16]=[CH:15][C:14]([CH3:17])=[CH:13][CH:12]=3)=[CH:6][CH:5]=[CH:4][N:3]=2)[CH:25]=[CH:26][C:27]=1[O:28][CH3:29]. (3) Given the reactants [CH3:1][C:2]1[CH:3]=[C:4]([S:12]([CH2:15][CH2:16][CH2:17][OH:18])(=[O:14])=[O:13])[CH:5]=[C:6]([CH3:11])[C:7]=1[N+:8]([O-:10])=[O:9].[C:19](=O)([O-])[O-].[Cs+].[Cs+].IC.O, predict the reaction product. The product is: [CH3:19][O:18][CH2:17][CH2:16][CH2:15][S:12]([C:4]1[CH:5]=[C:6]([CH3:11])[C:7]([N+:8]([O-:10])=[O:9])=[C:2]([CH3:1])[CH:3]=1)(=[O:14])=[O:13]. (4) The product is: [F:24][C:2]([F:1])([F:23])[C:3]1[CH:4]=[C:5]([CH:20]=[CH:21][CH:22]=1)[CH2:6][O:7][N:8]=[C:9]1[CH2:14][CH2:13][N:12]([S:15]([CH2:18][CH2:19][N:25]2[CH2:30][CH2:29][O:28][CH2:27][CH2:26]2)(=[O:16])=[O:17])[CH2:11][CH2:10]1. Given the reactants [F:1][C:2]([F:24])([F:23])[C:3]1[CH:4]=[C:5]([CH:20]=[CH:21][CH:22]=1)[CH2:6][O:7][N:8]=[C:9]1[CH2:14][CH2:13][N:12]([S:15]([CH:18]=[CH2:19])(=[O:17])=[O:16])[CH2:11][CH2:10]1.[NH:25]1[CH2:30][CH2:29][O:28][CH2:27][CH2:26]1, predict the reaction product. (5) Given the reactants [F:1][C:2]([F:45])([F:44])[C:3]1[CH:8]=[CH:7][CH:6]=[CH:5][C:4]=1[C:9]1[NH:13][C:12]2[CH:14]=[CH:15][CH:16]=[C:17]([C:18]([NH:20][C:21]3[N:26]=[CH:25][C:24]([CH2:27][N:28]4[CH2:33][CH2:32][N:31](C(OCC5C=CC=CC=5)=O)[CH2:30][CH2:29]4)=[CH:23][CH:22]=3)=[O:19])[C:11]=2[N:10]=1, predict the reaction product. The product is: [N:28]1([CH2:27][C:24]2[CH:23]=[CH:22][C:21]([NH:20][C:18]([C:17]3[C:11]4[N:10]=[C:9]([C:4]5[CH:5]=[CH:6][CH:7]=[CH:8][C:3]=5[C:2]([F:1])([F:44])[F:45])[NH:13][C:12]=4[CH:14]=[CH:15][CH:16]=3)=[O:19])=[N:26][CH:25]=2)[CH2:33][CH2:32][NH:31][CH2:30][CH2:29]1. (6) The product is: [Cl:1][C:2]1[C:3]2[N:4]([C:25]([CH2:26][C:27]([F:28])([F:30])[F:29])=[N:24][N:23]=2)[N:5]=[CH:6][C:7]=1[N:8]1[CH2:13][CH2:12][CH:11]([C:14]2[C:19]([O:20][CH3:21])=[CH:18][CH:17]=[CH:16][C:15]=2[F:22])[CH2:10][CH2:9]1. Given the reactants [Cl:1][C:2]1[C:7]([N:8]2[CH2:13][CH2:12][CH:11]([C:14]3[C:19]([O:20][CH3:21])=[CH:18][CH:17]=[CH:16][C:15]=3[F:22])[CH2:10][CH2:9]2)=[CH:6][N:5]=[N:4][C:3]=1[NH:23][NH:24][C:25](=O)[CH2:26][C:27]([F:30])([F:29])[F:28].P(Cl)(Cl)(Cl)=O, predict the reaction product.